The task is: Predict the product of the given reaction.. This data is from Forward reaction prediction with 1.9M reactions from USPTO patents (1976-2016). (1) Given the reactants Br[C:2]1[C:3](=[O:13])[C:4]2[C:9]([C:10](=[O:12])[CH:11]=1)=[CH:8][CH:7]=[CH:6][CH:5]=2.[CH:14]1([NH2:19])[CH2:18][CH2:17][CH2:16][CH2:15]1, predict the reaction product. The product is: [CH:14]1([NH:19][C:2]2[C:3](=[O:13])[C:4]3[C:9]([C:10](=[O:12])[CH:11]=2)=[CH:8][CH:7]=[CH:6][CH:5]=3)[CH2:18][CH2:17][CH2:16][CH2:15]1. (2) Given the reactants Br[C:2]1[C:11]2[C:6](=[CH:7][CH:8]=[C:9]([OH:12])[CH:10]=2)[C:5](=[O:13])[N:4]([C:14]2[CH:19]=[CH:18][C:17]([OH:20])=[CH:16][CH:15]=2)[CH:3]=1.C(=O)([O-])[O-].[K+].[K+].[CH3:27][NH:28][S:29]([C:32]1[CH:37]=[CH:36][C:35](B2OC(C)(C)C(C)(C)O2)=[CH:34][CH:33]=1)(=[O:31])=[O:30], predict the reaction product. The product is: [OH:12][C:9]1[CH:10]=[C:11]2[C:6](=[CH:7][CH:8]=1)[C:5](=[O:13])[N:4]([C:14]1[CH:19]=[CH:18][C:17]([OH:20])=[CH:16][CH:15]=1)[CH:3]=[C:2]2[C:35]1[CH:34]=[CH:33][C:32]([S:29]([NH:28][CH3:27])(=[O:30])=[O:31])=[CH:37][CH:36]=1. (3) Given the reactants [CH2:1]([N:5]1[CH:10]=[CH:9][C:8](O)=[C:7]([C:12]#[N:13])[C:6]1=[O:14])[CH2:2][CH2:3][CH3:4].O(Br)[Br:16].[P+3], predict the reaction product. The product is: [Br:16][C:8]1[CH:9]=[CH:10][N:5]([CH2:1][CH2:2][CH2:3][CH3:4])[C:6](=[O:14])[C:7]=1[C:12]#[N:13]. (4) Given the reactants [CH3:1][C:2]1[CH:7]=[C:6]([N+:8]([O-:10])=[O:9])[CH:5]=[CH:4][C:3]=1[OH:11].[CH3:12][C:13]1([CH3:16])[CH2:15][O:14]1.C([O-])([O-])=O.[K+].[K+], predict the reaction product. The product is: [CH3:12][C:13]([OH:14])([CH3:16])[CH2:15][O:11][C:3]1[CH:4]=[CH:5][C:6]([N+:8]([O-:10])=[O:9])=[CH:7][C:2]=1[CH3:1]. (5) Given the reactants C(S[C:4]1[NH:13][C:12](=[O:14])[C:11]2[C:6](=[C:7]3[CH:17]=[CH:16][NH:15][C:8]3=[CH:9][CH:10]=2)[N:5]=1)C.Cl.C(SC1NC(=[O:32])C2C(=C3C=CN(C(OC(C)(C)C)=O)C3=CC=2)N=1)C, predict the reaction product. The product is: [NH:5]1[C:6]2[C:11](=[CH:10][CH:9]=[C:8]3[NH:15][CH:16]=[CH:17][C:7]3=2)[C:12](=[O:14])[NH:13][C:4]1=[O:32]. (6) The product is: [NH2:11][CH2:14][C:15]1[C:16](=[O:38])[N:17]([CH2:30][C:31]2[CH:32]=[CH:33][C:34]([F:37])=[CH:35][CH:36]=2)[N:18]=[C:19]([C:21]2[CH:26]=[CH:25][C:24]([O:27][CH3:28])=[C:23]([F:29])[CH:22]=2)[CH:20]=1. Given the reactants C(OC(N1CC[N:11]([CH2:14][C:15]2[C:16](=[O:38])[N:17]([CH2:30][C:31]3[CH:36]=[CH:35][C:34]([F:37])=[CH:33][CH:32]=3)[N:18]=[C:19]([C:21]3[CH:26]=[CH:25][C:24]([O:27][CH3:28])=[C:23]([F:29])[CH:22]=3)[CH:20]=2)CC1)=O)(C)(C)C.FC1C=CC(CN2C(=O)C(COS(C)(=O)=O)=CC(C3C=CC(OC)=C(F)C=3)=N2)=CC=1, predict the reaction product.